From a dataset of Forward reaction prediction with 1.9M reactions from USPTO patents (1976-2016). Predict the product of the given reaction. Given the reactants CC(OC(/N=N/C(OC(C)C)=O)=O)C.[OH:15][C:16]1[CH:21]=[CH:20][C:19]([C:22]2[N:27]=[CH:26][C:25]([NH:28][C:29]([C:31]3[CH:32]=[C:33]([C:39]4[CH:44]=[CH:43][CH:42]=[C:41]([O:45][CH3:46])[CH:40]=4)[C:34]([O:37][CH3:38])=[CH:35][CH:36]=3)=[O:30])=[CH:24][CH:23]=2)=[CH:18][CH:17]=1.[CH3:47][N:48]1[CH2:53][CH2:52][CH:51](O)[CH2:50][CH2:49]1.C1(P(C2C=CC=CC=2)C2C=CC=CC=2)C=CC=CC=1, predict the reaction product. The product is: [CH3:46][O:45][C:41]1[CH:40]=[C:39]([C:33]2[C:34]([O:37][CH3:38])=[CH:35][CH:36]=[C:31]([C:29]([NH:28][C:25]3[CH:26]=[N:27][C:22]([C:19]4[CH:20]=[CH:21][C:16]([O:15][CH:51]5[CH2:52][CH2:53][N:48]([CH3:47])[CH2:49][CH2:50]5)=[CH:17][CH:18]=4)=[CH:23][CH:24]=3)=[O:30])[CH:32]=2)[CH:44]=[CH:43][CH:42]=1.